From a dataset of Catalyst prediction with 721,799 reactions and 888 catalyst types from USPTO. Predict which catalyst facilitates the given reaction. (1) Reactant: Cl.[NH:2]1[C:6]2=[N:7][CH:8]=[CH:9][CH:10]=[C:5]2[CH:4]=[C:3]1[C:11]([O:13][CH3:14])=[O:12].[Br-:15].[Br-].[Br-].[NH+]1C=CC=CC=1.[NH+]1C=CC=CC=1.[NH+]1C=CC=CC=1.O. Product: [Br:15][C:4]1[C:5]2[C:6](=[N:7][CH:8]=[CH:9][CH:10]=2)[NH:2][C:3]=1[C:11]([O:13][CH3:14])=[O:12]. The catalyst class is: 17. (2) Reactant: C([O:3][C:4]([C:6]1[N:7]([C:20]([C:23]#[N:24])([CH3:22])[CH3:21])[C:8]2[C:13]([CH:14]=1)=[CH:12][CH:11]=[C:10]([C:15]([O:17][CH2:18][CH3:19])=[O:16])[CH:9]=2)=O)C.[BH4-].[Na+]. Product: [CH2:18]([O:17][C:15]([C:10]1[CH:11]=[CH:12][C:13]2[CH:14]=[C:6]3[C:4](=[O:3])[NH:24][CH2:23][C:20]([CH3:22])([CH3:21])[N:7]3[C:8]=2[CH:9]=1)=[O:16])[CH3:19]. The catalyst class is: 92. (3) Reactant: [NH2:1][C:2]1[CH:30]=[CH:29][C:5]([C:6]([NH:8][C:9]2[CH:14]=[C:13]([C:15]3[C:16]([O:21][CH3:22])=[N:17][CH:18]=[CH:19][CH:20]=3)[CH:12]=[C:11]([C:23]([CH3:26])([CH3:25])[CH3:24])[C:10]=2[O:27][CH3:28])=[O:7])=[CH:4][CH:3]=1.[CH3:31][S:32](Cl)(=[O:34])=[O:33]. Product: [C:23]([C:11]1[C:10]([O:27][CH3:28])=[C:9]([NH:8][C:6](=[O:7])[C:5]2[CH:29]=[CH:30][C:2]([NH:1][S:32]([CH3:31])(=[O:34])=[O:33])=[CH:3][CH:4]=2)[CH:14]=[C:13]([C:15]2[C:16]([O:21][CH3:22])=[N:17][CH:18]=[CH:19][CH:20]=2)[CH:12]=1)([CH3:26])([CH3:24])[CH3:25]. The catalyst class is: 436. (4) Reactant: [F:1][C:2]1[C:3]([NH:8][C:9]2[CH:14]=[CH:13][C:12]([O:15]C)=[CH:11][CH:10]=2)=[N:4][CH:5]=[CH:6][CH:7]=1.B(Br)(Br)Br.C(=O)(O)[O-].[Na+]. Product: [F:1][C:2]1[C:3]([NH:8][C:9]2[CH:14]=[CH:13][C:12]([OH:15])=[CH:11][CH:10]=2)=[N:4][CH:5]=[CH:6][CH:7]=1. The catalyst class is: 2. (5) Reactant: I[C:2]1[CH:3]=[C:4]([CH:8]=[C:9]([N+:11]([O-:13])=[O:12])[CH:10]=1)[N:5]([CH3:7])[CH3:6].[B:14]1([B:14]2[O:18][C:17]([CH3:20])([CH3:19])[C:16]([CH3:22])([CH3:21])[O:15]2)[O:18][C:17]([CH3:20])([CH3:19])[C:16]([CH3:22])([CH3:21])[O:15]1.C([O-])(=O)C.[K+]. Product: [CH3:6][N:5]([CH3:7])[C:4]1[CH:3]=[C:2]([B:14]2[O:18][C:17]([CH3:20])([CH3:19])[C:16]([CH3:22])([CH3:21])[O:15]2)[CH:10]=[C:9]([N+:11]([O-:13])=[O:12])[CH:8]=1. The catalyst class is: 3. (6) Reactant: [NH2:1][C:2]1[CH:7]=[CH:6][C:5]([CH2:8][OH:9])=[C:4]([Cl:10])[CH:3]=1. Product: [NH2:1][C:2]1[CH:7]=[CH:6][C:5]([CH:8]=[O:9])=[C:4]([Cl:10])[CH:3]=1. The catalyst class is: 704. (7) Reactant: [CH3:1][C@@:2]12[C:17]([CH3:19])([CH3:18])[C@@H:5]([C:6]3[C:7](=[O:16])[N:8]([CH2:11][C:12]([F:15])([F:14])[F:13])[NH:9][C:10]=31)[CH2:4][CH2:3]2.Br[CH2:21][CH2:22][C:23]1[CH:28]=[CH:27][CH:26]=[CH:25][CH:24]=1.ClCCl. Product: [CH3:1][C@@:2]12[C:17]([CH3:19])([CH3:18])[C@@H:5]([C:6]3[C:7](=[O:16])[N:8]([CH2:11][C:12]([F:13])([F:14])[F:15])[N:9]([CH2:21][CH2:22][C:23]4[CH:28]=[CH:27][CH:26]=[CH:25][CH:24]=4)[C:10]=31)[CH2:4][CH2:3]2. The catalyst class is: 711. (8) Reactant: [O:1]1[CH:5]=[CH:4][CH:3]=[C:2]1[C:6]1[CH:7]=[C:8]([NH2:18])[N:9]([C:11]2[CH:16]=[CH:15][C:14]([CH3:17])=[CH:13][CH:12]=2)[N:10]=1.Cl[C:20](OC1C=CC([N+]([O-])=O)=CC=1)=[O:21].[CH3:32][NH:33][C:34]([C:36]1[CH:41]=[C:40]([O:42][C:43]2[CH:48]=[CH:47][C:46]([NH2:49])=[CH:45][CH:44]=2)[CH:39]=[CH:38][N:37]=1)=[O:35]. Product: [CH3:32][NH:33][C:34]([C:36]1[CH:41]=[C:40]([O:42][C:43]2[CH:48]=[CH:47][C:46]([NH:49][C:20]([NH:18][C:8]3[N:9]([C:11]4[CH:16]=[CH:15][C:14]([CH3:17])=[CH:13][CH:12]=4)[N:10]=[C:6]([C:2]4[O:1][CH:5]=[CH:4][CH:3]=4)[CH:7]=3)=[O:21])=[CH:45][CH:44]=2)[CH:39]=[CH:38][N:37]=1)=[O:35]. The catalyst class is: 98. (9) Reactant: Cl[CH2:2][CH2:3][CH2:4][N:5]1[C:14]2[C:9](=[CH:10][CH:11]=[C:12](C)[CH:13]=2)[CH2:8][CH2:7][C:6]1=[O:16].[CH2:17]([CH:21]1[CH2:26][CH2:25][NH:24][CH2:23][CH2:22]1)[CH2:18][CH2:19][CH3:20].[C:27]([O-])([O-])=O.[K+].[K+]. Product: [CH2:17]([CH:21]1[CH2:26][CH2:25][N:24]([CH2:2][CH2:3][CH2:4][N:5]2[C:14]3[C:9](=[C:10]([CH3:27])[CH:11]=[CH:12][CH:13]=3)[CH2:8][CH2:7][C:6]2=[O:16])[CH2:23][CH2:22]1)[CH2:18][CH2:19][CH3:20]. The catalyst class is: 23.